From a dataset of Reaction yield outcomes from USPTO patents with 853,638 reactions. Predict the reaction yield, written as a fraction of the theoretical maximum amount of product (1.0 means a 100% yield; for example, 0.34 means a 34% yield). (1) The reactants are [N+:1]([C:4]1[CH:5]=[C:6](/[CH:10]=[CH:11]/[C:12]2[N:17]=[C:16](O)[CH:15]=[C:14]([CH3:19])[N:13]=2)[CH:7]=[CH:8][CH:9]=1)([O-:3])=[O:2].O=P(Cl)(Cl)[Cl:22]. No catalyst specified. The product is [Cl:22][C:16]1[CH:15]=[C:14]([CH3:19])[N:13]=[C:12](/[CH:11]=[CH:10]/[C:6]2[CH:7]=[CH:8][CH:9]=[C:4]([N+:1]([O-:3])=[O:2])[CH:5]=2)[N:17]=1. The yield is 0.710. (2) The reactants are [Cl:1][C:2]1[S:6][C:5]([CH2:7][C:8]([OH:10])=O)=[CH:4][CH:3]=1.C1C=CC2N(O)N=NC=2C=1.CCN(C(C)C)C(C)C.[CH3:30][O:31][C:32](=[O:46])[C:33]1[CH:38]=[CH:37][C:36]([NH:39][CH:40]([CH2:43][CH3:44])[CH2:41][CH3:42])=[C:35]([NH2:45])[CH:34]=1. The catalyst is CN(C=O)C.O.C(Cl)CCl. The product is [CH3:30][O:31][C:32](=[O:46])[C:33]1[CH:38]=[CH:37][C:36]([NH:39][CH:40]([CH2:41][CH3:42])[CH2:43][CH3:44])=[C:35]([NH:45][C:8](=[O:10])[CH2:7][C:5]2[S:6][C:2]([Cl:1])=[CH:3][CH:4]=2)[CH:34]=1. The yield is 0.890. (3) The reactants are [NH:1]1[CH:5]=[N:4][C:3]([NH2:6])=[N:2]1.[Si:7]([O:14][CH:15]1[CH2:20][CH2:19][C:18](=O)[CH2:17][CH2:16]1)([C:10]([CH3:13])([CH3:12])[CH3:11])([CH3:9])[CH3:8].C([BH3-])#N.[Na+].O. The catalyst is C(O)(=O)C. The product is [Si:7]([O:14][CH:15]1[CH2:16][CH2:17][CH:18]([NH:6][C:3]2[NH:4][CH:5]=[N:1][N:2]=2)[CH2:19][CH2:20]1)([C:10]([CH3:13])([CH3:12])[CH3:11])([CH3:9])[CH3:8]. The yield is 0.200. (4) The reactants are [C:1]([N:5]1[C:9]([C:10]2[CH:15]=[CH:14][C:13]([F:16])=[CH:12][CH:11]=2)=[C:8]([C:17]2[S:18][CH:19]=[C:20]([CH2:22][C:23](O)=[O:24])[N:21]=2)[CH:7]=[N:6]1)([CH3:4])([CH3:3])[CH3:2].CN(C(ON1N=NC2C=CC=NC1=2)=[N+](C)C)C.F[P-](F)(F)(F)(F)F.CCN(C(C)C)C(C)C.[N:59]1([C:64]2[CH:71]=[CH:70][C:67]([CH2:68][NH2:69])=[CH:66][CH:65]=2)[CH:63]=[CH:62][N:61]=[CH:60]1. The catalyst is CN(C=O)C.O. The product is [C:1]([N:5]1[C:9]([C:10]2[CH:11]=[CH:12][C:13]([F:16])=[CH:14][CH:15]=2)=[C:8]([C:17]2[S:18][CH:19]=[C:20]([CH2:22][C:23]([NH:69][CH2:68][C:67]3[CH:66]=[CH:65][C:64]([N:59]4[CH:63]=[CH:62][N:61]=[CH:60]4)=[CH:71][CH:70]=3)=[O:24])[N:21]=2)[CH:7]=[N:6]1)([CH3:3])([CH3:2])[CH3:4]. The yield is 0.467.